From a dataset of Catalyst prediction with 721,799 reactions and 888 catalyst types from USPTO. Predict which catalyst facilitates the given reaction. (1) Reactant: [CH3:1][C:2]1[C:11]2[C:6](=[C:7](O)[N:8]=[C:9]([CH3:12])[CH:10]=2)[N:5]=[CH:4][CH:3]=1.P(Cl)(Cl)([Cl:16])=O.[OH-].[Na+]. Product: [Cl:16][C:7]1[N:8]=[C:9]([CH3:12])[CH:10]=[C:11]2[C:6]=1[N:5]=[CH:4][CH:3]=[C:2]2[CH3:1]. The catalyst class is: 93. (2) Reactant: N[C@H](C1N(C2CC2)C(=O)C2C(C=1)=CC=CC=2C)C.ClC1N=CN=C2C=1N=CN2C1CCCCO1.CCN(C(C)C)C(C)C.[CH:44]1([N:47]2[C:56]([C@@H:57]([NH:59][C:60]3[N:68]=[CH:67][N:66]=[C:65]4[C:61]=3[N:62]=[CH:63][N:64]4[CH:69]3[CH2:74][CH2:73][CH2:72][CH2:71][O:70]3)[CH3:58])=[CH:55][C:54]3[C:49](=[C:50]([CH3:75])[CH:51]=[CH:52][CH:53]=3)[C:48]2=[O:76])[CH2:46][CH2:45]1. Product: [N:68]1[C:60]([NH:59][C@H:57]([C:56]2[N:47]([CH:44]3[CH2:46][CH2:45]3)[C:48](=[O:76])[C:49]3[C:54]([CH:55]=2)=[CH:53][CH:52]=[CH:51][C:50]=3[CH3:75])[CH3:58])=[C:61]2[C:65]([NH:64][CH:63]=[N:62]2)=[N:66][CH:67]=1.[CH:44]1([N:47]2[C:56]([C@@H:57]([NH:59][C:60]3[N:68]=[CH:67][N:66]=[C:65]4[C:61]=3[N:62]=[CH:63][N:64]4[CH:69]3[CH2:74][CH2:73][CH2:72][CH2:71][O:70]3)[CH3:58])=[CH:55][C:54]3[C:49](=[C:50]([CH3:75])[CH:51]=[CH:52][CH:53]=3)[C:48]2=[O:76])[CH2:45][CH2:46]1. The catalyst class is: 114. (3) The catalyst class is: 8. Product: [Cl:12][C:4]1[N:3]=[CH:2][C:11]2[C:6]([CH:5]=1)=[CH:7][CH:8]=[CH:9][CH:10]=2. Reactant: Cl[C:2]1[C:11]2[C:6](=[CH:7][CH:8]=[CH:9][CH:10]=2)[CH:5]=[C:4]([Cl:12])[N:3]=1.O.NN.